This data is from Forward reaction prediction with 1.9M reactions from USPTO patents (1976-2016). The task is: Predict the product of the given reaction. (1) The product is: [CH3:3][C:4]1[CH:9]=[C:8]([CH2:10][N:11]2[CH2:16][CH2:15][O:14][CH2:13][CH2:12]2)[CH:7]=[CH:6][C:5]=1[O:17][CH:23]1[CH2:24][N:25]([C:27]([O:29][C:30]([CH3:33])([CH3:32])[CH3:31])=[O:28])[CH2:26]1. Given the reactants [H-].[Na+].[CH3:3][C:4]1[CH:9]=[C:8]([CH2:10][N:11]2[CH2:16][CH2:15][O:14][CH2:13][CH2:12]2)[CH:7]=[CH:6][C:5]=1[OH:17].CS(O[CH:23]1[CH2:26][N:25]([C:27]([O:29][C:30]([CH3:33])([CH3:32])[CH3:31])=[O:28])[CH2:24]1)(=O)=O.O, predict the reaction product. (2) Given the reactants [C:1]1([CH:7]2[CH2:12][CH2:11][NH:10][CH2:9][CH2:8]2)[CH:6]=[CH:5][CH:4]=[CH:3][CH:2]=1.Br[CH2:14][CH2:15][CH2:16][CH2:17][N:18]1[C:22](=[O:23])[C:21]2=[CH:24][CH:25]=[CH:26][CH:27]=[C:20]2[C:19]1=[O:28].C([O-])([O-])=O.[K+].[K+], predict the reaction product. The product is: [C:1]1([CH:7]2[CH2:8][CH2:9][N:10]([CH2:14][CH2:15][CH2:16][CH2:17][N:18]3[C:22](=[O:23])[C:21]4[C:20](=[CH:27][CH:26]=[CH:25][CH:24]=4)[C:19]3=[O:28])[CH2:11][CH2:12]2)[CH:6]=[CH:5][CH:4]=[CH:3][CH:2]=1. (3) Given the reactants C[O:2][C:3](=[O:39])[C@@H:4]([NH:28][C:29]([O:31][CH2:32][C:33]1[CH:38]=[CH:37][CH:36]=[CH:35][CH:34]=1)=[O:30])[CH2:5][NH:6][C:7]([CH:9]1[CH2:14][CH2:13][N:12]([C:15]2[CH:20]=[CH:19][CH:18]=[C:17]([NH:21][C:22]3[NH:23][CH2:24][CH2:25][CH2:26][N:27]=3)[CH:16]=2)[CH2:11][CH2:10]1)=[O:8].[OH-].[Na+].FC(F)(F)C(O)=O, predict the reaction product. The product is: [CH2:32]([O:31][C:29]([NH:28][C@@H:4]([CH2:5][NH:6][C:7]([CH:9]1[CH2:10][CH2:11][N:12]([C:15]2[CH:20]=[CH:19][CH:18]=[C:17]([NH:21][C:22]3[NH:23][CH2:24][CH2:25][CH2:26][N:27]=3)[CH:16]=2)[CH2:13][CH2:14]1)=[O:8])[C:3]([OH:39])=[O:2])=[O:30])[C:33]1[CH:34]=[CH:35][CH:36]=[CH:37][CH:38]=1. (4) Given the reactants C(N(CC)CC)C.[C:8](Cl)(=[O:15])[C:9]1[CH:14]=[CH:13][CH:12]=[CH:11][CH:10]=1.[NH2:17][C:18]1[CH:27]=[CH:26][C:25]2[NH:24][C:23](=[O:28])[C:22]3[NH:29][CH:30]=[CH:31][C:21]=3[C:20]=2[CH:19]=1.[CH2:32]([C:34]([O-:36])=[O:35])[CH3:33], predict the reaction product. The product is: [C:8]([NH:17][C:18]1[CH:27]=[CH:26][C:25]2[NH:24][C:23](=[O:28])[C:22]3[NH:29][CH:30]=[CH:31][C:21]=3[C:20]=2[CH:19]=1)(=[O:15])[C:9]1[CH:14]=[CH:13][CH:12]=[CH:11][CH:10]=1.[CH2:32]([C:34]([O-:36])=[O:35])[CH3:33]. (5) Given the reactants [C:1]([O:5][C:6](=[O:20])[NH:7][CH2:8][CH2:9][N:10]1[C:18]2[C:17](Cl)=[N:16][CH:15]=[N:14][C:13]=2[CH:12]=[CH:11]1)([CH3:4])([CH3:3])[CH3:2].C(=O)([O-])[O-].[K+].[K+].[NH2:27][C:28]1[CH:33]=[CH:32][C:31]([OH:34])=[CH:30][C:29]=1[Cl:35], predict the reaction product. The product is: [NH2:27][C:28]1[CH:33]=[CH:32][C:31]([O:34][C:17]2[C:18]3[N:10]([CH2:9][CH2:8][NH:7][C:6](=[O:20])[O:5][C:1]([CH3:4])([CH3:3])[CH3:2])[CH:11]=[CH:12][C:13]=3[N:14]=[CH:15][N:16]=2)=[CH:30][C:29]=1[Cl:35].